From a dataset of NCI-60 drug combinations with 297,098 pairs across 59 cell lines. Regression. Given two drug SMILES strings and cell line genomic features, predict the synergy score measuring deviation from expected non-interaction effect. (1) Drug 2: COC1=NC(=NC2=C1N=CN2C3C(C(C(O3)CO)O)O)N. Cell line: CCRF-CEM. Drug 1: COC1=C(C=C2C(=C1)N=CN=C2NC3=CC(=C(C=C3)F)Cl)OCCCN4CCOCC4. Synergy scores: CSS=63.3, Synergy_ZIP=0.888, Synergy_Bliss=1.53, Synergy_Loewe=-10.6, Synergy_HSA=2.23. (2) Drug 1: CCCCCOC(=O)NC1=NC(=O)N(C=C1F)C2C(C(C(O2)C)O)O. Drug 2: CC(C)CN1C=NC2=C1C3=CC=CC=C3N=C2N. Cell line: RXF 393. Synergy scores: CSS=-1.38, Synergy_ZIP=1.70, Synergy_Bliss=3.79, Synergy_Loewe=-2.31, Synergy_HSA=-0.0335.